This data is from Forward reaction prediction with 1.9M reactions from USPTO patents (1976-2016). The task is: Predict the product of the given reaction. Given the reactants [CH:1]1[CH:6]=[CH:5][C:4]([C:7](Cl)(C2C(Cl)=CC=CC=2)[C:8]2C=C[CH:11]=[CH:10][CH:9]=2)=[CH:3][CH:2]=1.[NH:22]([C:51]([O:53]CC1C2C(=CC=CC=2)C2C1=CC=CC=2)=O)[C@@H:23]([C:48]([OH:50])=[O:49])[CH2:24][CH2:25][CH2:26][NH:27][C:28](=[NH:47])[NH:29]S(C1C(C)=C2C(OC(C2)(C)C)=C(C)C=1C)(=O)=O.C(N(CC)C(C)C)(C)C.C(O)(=O)CCCCCCCCCCC.CN(C(ON1N=NC2C=CC(Cl)=CC1=2)=[N+](C)C)C.F[P-](F)(F)(F)(F)F, predict the reaction product. The product is: [C:51]([NH:22][C@@H:23]([C:48]([OH:50])=[O:49])[CH2:24][CH2:25][CH2:26][NH:27][C:28](=[NH:47])[NH2:29])(=[O:53])[CH2:11][CH2:10][CH2:9][CH2:8][CH2:7][CH2:4][CH2:3][CH2:2][CH2:1][CH2:6][CH3:5].